Dataset: Catalyst prediction with 721,799 reactions and 888 catalyst types from USPTO. Task: Predict which catalyst facilitates the given reaction. The catalyst class is: 162. Product: [CH3:3][C:4]1[C:9]([N+:10]([O-:12])=[O:11])=[CH:8][CH:7]=[CH:6][C:5]=1[CH:13]([OH:20])[CH2:14][C:15]([O:17][CH2:18][CH3:19])=[O:16]. Reactant: [BH4-].[Na+].[CH3:3][C:4]1[C:9]([N+:10]([O-:12])=[O:11])=[CH:8][CH:7]=[CH:6][C:5]=1[C:13](=[O:20])[CH2:14][C:15]([O:17][CH2:18][CH3:19])=[O:16].